Predict the product of the given reaction. From a dataset of Forward reaction prediction with 1.9M reactions from USPTO patents (1976-2016). (1) The product is: [CH:16]1([NH:22][C:23]2[CH:32]=[C:31]3[C:26]([C:27](=[O:39])[C:28]([O:38][C:8]4[CH:15]=[CH:14][C:11]([C:12]#[N:13])=[CH:10][CH:9]=4)=[CH:29][N:30]3[CH:33]3[CH2:37][CH2:36][CH2:35][CH2:34]3)=[CH:25][C:24]=2[F:40])[CH2:17][CH2:18][CH2:19][CH2:20][CH2:21]1. Given the reactants C(=O)([O-])[O-].[K+].[K+].F[C:8]1[CH:15]=[CH:14][C:11]([C:12]#[N:13])=[CH:10][CH:9]=1.[CH:16]1([NH:22][C:23]2[CH:32]=[C:31]3[C:26]([C:27](=[O:39])[C:28]([OH:38])=[CH:29][N:30]3[CH:33]3[CH2:37][CH2:36][CH2:35][CH2:34]3)=[CH:25][C:24]=2[F:40])[CH2:21][CH2:20][CH2:19][CH2:18][CH2:17]1.[Cl-].[NH4+], predict the reaction product. (2) Given the reactants F[C:2]1[CH:10]=[CH:9][C:5]([C:6](Cl)=[O:7])=[CH:4][CH:3]=1.Cl.[F:12][C:13]1[CH:18]=[CH:17][C:16]([C:19]2[N:23]=[C:22]([CH:24]3[CH2:29][CH2:28][CH2:27][NH:26][CH2:25]3)[O:21][N:20]=2)=[CH:15][CH:14]=1, predict the reaction product. The product is: [F:12][C:13]1[CH:18]=[CH:17][C:16]([C:19]2[N:23]=[C:22]([CH:24]3[CH2:29][CH2:28][CH2:27][N:26]([C:6]([C:5]4[CH:9]=[CH:10][CH:2]=[CH:3][CH:4]=4)=[O:7])[CH2:25]3)[O:21][N:20]=2)=[CH:15][CH:14]=1. (3) The product is: [CH3:32][C:31]([CH3:34])([CH3:33])[CH2:30][CH:28]1[CH2:29][CH:26]([C:23]2[CH:22]=[C:21]([C@@H:12]([CH2:11][CH2:10][CH2:9][OH:8])[CH2:13][C:14]([O:16][C:17]([CH3:18])([CH3:19])[CH3:20])=[O:15])[O:25][N:24]=2)[CH2:27]1. Given the reactants C([O:8][CH2:9][CH2:10][CH2:11][C@H:12]([C:21]1[O:25][N:24]=[C:23]([CH:26]2[CH2:29][CH:28]([CH2:30][C:31]([CH3:34])([CH3:33])[CH3:32])[CH2:27]2)[CH:22]=1)[CH2:13][C:14]([O:16][C:17]([CH3:20])([CH3:19])[CH3:18])=[O:15])C1C=CC=CC=1, predict the reaction product. (4) Given the reactants N[C:2]1[C:7]([CH2:8][OH:9])=[CH:6][C:5]([Br:10])=[CH:4][N:3]=1.N([O-])=O.[Na+].C([O-])(O)=O.[Na+].C1C=CN=CC=1.[FH:26], predict the reaction product. The product is: [Br:10][C:5]1[CH:6]=[C:7]([CH2:8][OH:9])[C:2]([F:26])=[N:3][CH:4]=1. (5) Given the reactants [Cl:1][C:2]1[CH:16]=[CH:15][C:5]([CH2:6][C:7]2(O)[CH2:10][CH:9]([C:11]([OH:13])=[O:12])[CH2:8]2)=[CH:4][CH:3]=1.[C-]#[N:18].[K+].OS(O)(=O)=O.[C:25]([OH:31])(C(F)(F)F)=O, predict the reaction product. The product is: [Cl:1][C:2]1[CH:16]=[CH:15][C:5]([CH2:6][C:7]2([NH:18][CH:25]=[O:31])[CH2:10][CH:9]([C:11]([OH:13])=[O:12])[CH2:8]2)=[CH:4][CH:3]=1. (6) Given the reactants Cl[C:2]1[CH:11]=[CH:10][C:9]2[C:4](=[C:5]([O:12][CH:13]([CH3:19])[CH2:14][C:15]([CH3:18])([CH3:17])[CH3:16])[CH:6]=[CH:7][CH:8]=2)[N:3]=1.C[CH2:21][N:22](CC)CC, predict the reaction product. The product is: [CH3:21][NH:22][C:2]1[CH:11]=[CH:10][C:9]2[C:4](=[C:5]([O:12][CH:13]([CH3:19])[CH2:14][C:15]([CH3:18])([CH3:17])[CH3:16])[CH:6]=[CH:7][CH:8]=2)[N:3]=1. (7) Given the reactants C([Mg]Cl)(C)C.[Cl-].[Li+].Br[C:9]1[CH:14]=[CH:13][C:12]([C:15]2[CH:20]=[C:19]([F:21])[CH:18]=[C:17]([F:22])[CH:16]=2)=[C:11]([F:23])[CH:10]=1.[C:24](=[O:26])=[O:25], predict the reaction product. The product is: [F:23][C:11]1[CH:10]=[C:9]([C:24]([OH:26])=[O:25])[CH:14]=[CH:13][C:12]=1[C:15]1[CH:20]=[C:19]([F:21])[CH:18]=[C:17]([F:22])[CH:16]=1.